From a dataset of Reaction yield outcomes from USPTO patents with 853,638 reactions. Predict the reaction yield, written as a fraction of the theoretical maximum amount of product (1.0 means a 100% yield; for example, 0.34 means a 34% yield). (1) The reactants are CC1C=CC(C)=CC=1.[C:9]([O:12][C:13]1[CH:14]=[C:15]([CH:19]=[C:20]([O:22][C:23](=[O:25])[CH3:24])[CH:21]=1)[C:16](Cl)=O)(=[O:11])[CH3:10].[Cl:26][CH2:27][C:28]([O:30][C:31]1[CH:38]=[CH:37][C:34]([CH:35]=C)=[CH:33][CH:32]=1)=[O:29].CN1CCOCC1. The catalyst is [Pd].[Cl-].C(C1C=CC=C(C(C)C)C=1[NH+]1CCN(C2C(C(C)C)=CC=CC=2C(C)C)C1)(C)C.CCOC(C)=O. The product is [C:9]([O:12][C:13]1[CH:14]=[C:15]([CH:16]=[CH:35][C:34]2[CH:33]=[CH:32][C:31]([O:30][C:28](=[O:29])[CH2:27][Cl:26])=[CH:38][CH:37]=2)[CH:19]=[C:20]([O:22][C:23](=[O:25])[CH3:24])[CH:21]=1)(=[O:11])[CH3:10]. The yield is 0.694. (2) The reactants are CC1(C)C(C)(C)OB([C:9]2[CH:10]=[C:11]([C@H:15]3[CH2:19][C:18]4([CH2:24][CH2:23][N:22]([C:25]([O:27][C:28]([CH3:31])([CH3:30])[CH3:29])=[O:26])[CH2:21][CH2:20]4)[O:17][CH2:16]3)[CH:12]=[CH:13][CH:14]=2)O1.Br[C:34]1[CH:39]=[CH:38][C:37]([C:40]([F:43])([F:42])[F:41])=[CH:36][N:35]=1.C(=O)([O-])[O-].[Na+].[Na+]. The catalyst is CC#N.O.Cl[Pd](Cl)([P](C1C=CC=CC=1)(C1C=CC=CC=1)C1C=CC=CC=1)[P](C1C=CC=CC=1)(C1C=CC=CC=1)C1C=CC=CC=1. The product is [F:41][C:40]([F:43])([F:42])[C:37]1[CH:38]=[CH:39][C:34]([C:9]2[CH:10]=[C:11]([C@H:15]3[CH2:19][C:18]4([CH2:20][CH2:21][N:22]([C:25]([O:27][C:28]([CH3:30])([CH3:31])[CH3:29])=[O:26])[CH2:23][CH2:24]4)[O:17][CH2:16]3)[CH:12]=[CH:13][CH:14]=2)=[N:35][CH:36]=1. The yield is 0.870. (3) The reactants are N(OC(C)(C)C)=O.[CH2:8]([O:10][C:11]([C:13]1[CH:14]=[N:15][N:16]([CH:19]2[CH2:21][CH2:20]2)[C:17]=1N)=[O:12])[CH3:9].C(OC(C1C(N)=NN(C2CC2)C=1)=O)C.[ClH:36]. The catalyst is C(#N)C. The product is [CH2:8]([O:10][C:11]([C:13]1[CH:14]=[N:15][N:16]([CH:19]2[CH2:21][CH2:20]2)[C:17]=1[Cl:36])=[O:12])[CH3:9]. The yield is 0.200. (4) The reactants are N1C(N)=C2C(N=CN2)=NC=1.[CH3:11][C@@H:12]([O:24]CP(O)(O)=O)[CH2:13][N:14]1[C:18]2[N:19]=[CH:20][N:21]=[C:22]([NH2:23])[C:17]=2[N:16]=[CH:15]1.CC(C)([O-])C.[Mg+2].CC(C)([O-])C.C1(=O)O[C@H](C)CO1.CS(O)(=O)=O. The catalyst is CN(C=O)C.[OH-].[Na+].C1(C)C=CC=CC=1. The product is [OH:24][C@H:12]([CH3:11])[CH2:13][N:14]1[CH:15]=[N:16][C:17]2[C:18]1=[N:19][CH:20]=[N:21][C:22]=2[NH2:23]. The yield is 0.750. (5) The reactants are Br[CH2:2][C:3]1[C:12]([Cl:13])=[N:11][CH:10]=[CH:9][C:4]=1[C:5]([O:7]C)=O.Cl.[F:15][C:16]([F:30])([O:20][C:21]1[CH:26]=[CH:25][C:24]([CH:27]([NH2:29])[CH3:28])=[CH:23][CH:22]=1)[CH:17]([F:19])[F:18]. No catalyst specified. The product is [Cl:13][C:12]1[C:3]2[CH2:2][N:29]([CH:27]([C:24]3[CH:25]=[CH:26][C:21]([O:20][C:16]([F:15])([F:30])[CH:17]([F:18])[F:19])=[CH:22][CH:23]=3)[CH3:28])[C:5](=[O:7])[C:4]=2[CH:9]=[CH:10][N:11]=1. The yield is 0.750. (6) The reactants are [CH3:1][NH:2][S:3]([C:6]1[CH:7]=[CH:8][C:9]2[S:13][C:12]3[CH:14]=[CH:15][C:16]([S:18](Cl)(=[O:20])=[O:19])=[CH:17][C:11]=3[C:10]=2[CH:22]=1)(=[O:5])=[O:4].[NH2:23][C:24]1[CH:29]=[CH:28][CH:27]=[CH:26][C:25]=1[S:30]([NH2:33])(=[O:32])=[O:31]. The catalyst is S1(CCCC1)(=O)=O.Cl. The product is [CH3:1][NH:2][S:3]([C:6]1[CH:7]=[CH:8][C:9]2[S:13][C:12]3[CH:14]=[CH:15][C:16]([S:18]([NH:23][C:24]4[CH:29]=[CH:28][CH:27]=[CH:26][C:25]=4[S:30](=[O:32])(=[O:31])[NH2:33])(=[O:20])=[O:19])=[CH:17][C:11]=3[C:10]=2[CH:22]=1)(=[O:5])=[O:4]. The yield is 0.720.